This data is from Forward reaction prediction with 1.9M reactions from USPTO patents (1976-2016). The task is: Predict the product of the given reaction. (1) Given the reactants N1CCC[C@H]1C(O)=O.C(=O)([O-])[O-].[K+].[K+].I[C:16]1[CH:17]=[CH:18][C:19]([NH2:22])=[N:20][CH:21]=1.[CH3:23][C:24]1[N:25]=[CH:26][NH:27][CH:28]=1, predict the reaction product. The product is: [CH3:23][C:24]1[N:25]=[CH:26][N:27]([C:16]2[CH:17]=[CH:18][C:19]([NH2:22])=[N:20][CH:21]=2)[CH:28]=1. (2) Given the reactants Br[C:2]1[N:3]=[C:4]([N:23]2[CH2:28][CH2:27][O:26][CH2:25][CH2:24]2)[S:5][C:6]=1[C:7]1[N:11]2[N:12]=[C:13]([CH3:21])[CH:14]=[C:15]([CH:16]([CH2:19][CH3:20])[CH2:17][CH3:18])[C:10]2=[N:9][C:8]=1[CH3:22].[F:29][C:30]([F:35])([F:34])C([O-])=O.[Na+].CCOC(C)=O, predict the reaction product. The product is: [CH2:17]([CH:16]([C:15]1[C:10]2[N:11]([C:7]([C:6]3[S:5][C:4]([N:23]4[CH2:28][CH2:27][O:26][CH2:25][CH2:24]4)=[N:3][C:2]=3[C:30]([F:35])([F:34])[F:29])=[C:8]([CH3:22])[N:9]=2)[N:12]=[C:13]([CH3:21])[CH:14]=1)[CH2:19][CH3:20])[CH3:18]. (3) Given the reactants C(O[C:6](=O)[NH:7][C:8]1[CH:13]=[C:12]([F:14])[CH:11]=[CH:10][C:9]=1[NH:15][CH2:16][CH3:17])(C)(C)C.CC1N=C(O)[C:23]2[C:24](=[N:26][O:27][N:28]=2)[N:25]=1, predict the reaction product. The product is: [CH2:16]([N:15]1[C:9]2[CH:10]=[CH:11][C:12]([F:14])=[CH:13][C:8]=2[N:7]=[C:6]1[C:23]1[C:24]([NH2:25])=[N:26][O:27][N:28]=1)[CH3:17]. (4) Given the reactants [Cl:1][C:2]1[CH:3]=[C:4]2[C:9](=[CH:10][C:11]=1[C:12]([OH:14])=O)[N:8]=[CH:7][N:6]=[C:5]2[NH:15][C@H:16]([C:18]1[NH:22][C:21]2[CH:23]=[CH:24][C:25]([Cl:27])=[CH:26][C:20]=2[N:19]=1)[CH3:17].CN(C(ON1N=NC2C=CC=CC1=2)=[N+](C)C)C.[B-](F)(F)(F)F.CN1CCOCC1.[CH3:57][N:58]1[CH:62]=[C:61]([CH:63]2[NH:67][CH2:66][CH2:65][S:64]2)[CH:60]=[N:59]1, predict the reaction product. The product is: [Cl:1][C:2]1[CH:3]=[C:4]2[C:9](=[CH:10][C:11]=1[C:12]([C:63]1([C:61]3[CH:60]=[N:59][N:58]([CH3:57])[CH:62]=3)[NH:67][CH2:66][CH2:65][S:64]1)=[O:14])[N:8]=[CH:7][N:6]=[C:5]2[NH:15][C@H:16]([C:18]1[NH:22][C:21]2[CH:23]=[CH:24][C:25]([Cl:27])=[CH:26][C:20]=2[N:19]=1)[CH3:17].